Task: Predict the product of the given reaction.. Dataset: Forward reaction prediction with 1.9M reactions from USPTO patents (1976-2016) Given the reactants [F:1][C:2]([F:26])([F:25])[O:3][C:4]1[CH:9]=[CH:8][C:7]([N:10]2[CH:14]=[N:13][C:12]([C:15]3[CH:20]=[CH:19][C:18]([CH2:21][CH2:22][CH2:23]O)=[CH:17][CH:16]=3)=[N:11]2)=[CH:6][CH:5]=1.[C:27]1(=[O:37])[NH:31][C:30](=[O:32])[C:29]2=[CH:33][CH:34]=[CH:35][CH:36]=[C:28]12.C1(P(C2C=CC=CC=2)C2C=CC=CC=2)C=CC=CC=1.CC(OC(/N=N/C(OC(C)C)=O)=O)C, predict the reaction product. The product is: [F:26][C:2]([F:1])([F:25])[O:3][C:4]1[CH:9]=[CH:8][C:7]([N:10]2[CH:14]=[N:13][C:12]([C:15]3[CH:20]=[CH:19][C:18]([CH2:21][CH2:22][CH2:23][N:31]4[C:27](=[O:37])[C:28]5[C:29](=[CH:33][CH:34]=[CH:35][CH:36]=5)[C:30]4=[O:32])=[CH:17][CH:16]=3)=[N:11]2)=[CH:6][CH:5]=1.